From a dataset of Forward reaction prediction with 1.9M reactions from USPTO patents (1976-2016). Predict the product of the given reaction. Given the reactants [CH3:1][N:2]1[CH:6]=[C:5]([N:7]2[CH:12]=[CH:11][C:10](=[O:13])[C:9]([CH2:14][C:15]3[CH:16]=[C:17]([C:21]4[N:26]=[CH:25][C:24](B(O)O)=[CH:23][N:22]=4)[CH:18]=[CH:19][CH:20]=3)=[N:8]2)[CH:4]=[N:3]1.I[C:31]1[CH:32]=[N:33][N:34]([CH:36]2[CH2:39][O:38][CH2:37]2)[CH:35]=1.CC(C1C=C(C(C)C)C(C2C=CC=CC=2P(C2CCCCC2)C2CCCCC2)=C(C(C)C)C=1)C, predict the reaction product. The product is: [CH3:1][N:2]1[CH:6]=[C:5]([N:7]2[CH:12]=[CH:11][C:10](=[O:13])[C:9]([CH2:14][C:15]3[CH:20]=[CH:19][CH:18]=[C:17]([C:21]4[N:26]=[CH:25][C:24]([C:31]5[CH:32]=[N:33][N:34]([CH:36]6[CH2:39][O:38][CH2:37]6)[CH:35]=5)=[CH:23][N:22]=4)[CH:16]=3)=[N:8]2)[CH:4]=[N:3]1.